Dataset: Reaction yield outcomes from USPTO patents with 853,638 reactions. Task: Predict the reaction yield, written as a fraction of the theoretical maximum amount of product (1.0 means a 100% yield; for example, 0.34 means a 34% yield). (1) The reactants are [Cl:1][C:2]1[N:7]=[CH:6][C:5]2[C:8]([C:11]([O:13][CH3:14])=[O:12])=[N:9][NH:10][C:4]=2[CH:3]=1.[Br:15][C:16]1[CH:17]=[C:18](B(O)O)[CH:19]=[CH:20][CH:21]=1. No catalyst specified. The product is [Br:15][C:16]1[CH:21]=[C:20]([N:10]2[C:4]3[CH:3]=[C:2]([Cl:1])[N:7]=[CH:6][C:5]=3[C:8]([C:11]([O:13][CH3:14])=[O:12])=[N:9]2)[CH:19]=[CH:18][CH:17]=1. The yield is 0.620. (2) No catalyst specified. The yield is 0.750. The product is [CH2:10]([O:9][C:7]1[CH:8]=[C:3]2[C:4](=[CH:5][CH:6]=1)[N:17]=[C:18]([C@H:19]([CH3:25])[CH2:20][O:21][CH2:22][O:23][CH3:24])[N:29]=[CH:1]2)[CH2:11][CH2:12][CH2:13][CH2:14][CH2:15][CH3:16]. The reactants are [CH:1]([C:3]1[CH:8]=[C:7]([O:9][CH2:10][CH2:11][CH2:12][CH2:13][CH2:14][CH2:15][CH3:16])[CH:6]=[CH:5][C:4]=1[NH:17][C:18](=O)[C@H:19]([CH3:25])[CH2:20][O:21][CH2:22][O:23][CH3:24])=O.CO.[NH3:29]. (3) The reactants are [F:1][CH:2]([F:26])[O:3][C:4]1[CH:5]=[C:6]([C:14]([C:16]2[C:24]3[C:19](=[N:20][CH:21]=[C:22](Br)[CH:23]=3)[NH:18][CH:17]=2)=[O:15])[CH:7]=[C:8]([O:10][CH:11]([F:13])[F:12])[CH:9]=1.[C:27]1(B(O)O)[CH:32]=[CH:31][CH:30]=[CH:29][CH:28]=1.C(=O)([O-])[O-].[K+].[K+]. The catalyst is C(#N)C.O.C1C=CC([P]([Pd]([P](C2C=CC=CC=2)(C2C=CC=CC=2)C2C=CC=CC=2)([P](C2C=CC=CC=2)(C2C=CC=CC=2)C2C=CC=CC=2)[P](C2C=CC=CC=2)(C2C=CC=CC=2)C2C=CC=CC=2)(C2C=CC=CC=2)C2C=CC=CC=2)=CC=1. The product is [F:1][CH:2]([F:26])[O:3][C:4]1[CH:5]=[C:6]([C:14]([C:16]2[C:24]3[C:19](=[N:20][CH:21]=[C:22]([C:27]4[CH:32]=[CH:31][CH:30]=[CH:29][CH:28]=4)[CH:23]=3)[NH:18][CH:17]=2)=[O:15])[CH:7]=[C:8]([O:10][CH:11]([F:13])[F:12])[CH:9]=1. The yield is 0.330. (4) The reactants are [N:1]1[C:10]2[C:5](=[CH:6][C:7]([NH:11][C:12](=[O:14])[CH3:13])=[CH:8][CH:9]=2)[N:4]=[CH:3][CH:2]=1.[H-].[Na+].I[CH3:18].O. The catalyst is C1COCC1. The product is [CH3:18][N:11]([C:7]1[CH:6]=[C:5]2[C:10](=[CH:9][CH:8]=1)[N:1]=[CH:2][CH:3]=[N:4]2)[C:12](=[O:14])[CH3:13]. The yield is 0.930. (5) The reactants are [Cl:1][C:2]1[CH:3]=[C:4]([NH:9][C:10]2[C:19]3[C:14](=[CH:15][CH:16]=[C:17]([NH:20][CH2:21][C:22](O)=[O:23])[CH:18]=3)[N:13]=[CH:12][C:11]=2[C:25]#[N:26])[CH:5]=[CH:6][C:7]=1[F:8].[Cl-].[NH4+].F[P-](F)(F)(F)(F)F.[N:36]1(O[P+](N(C)C)(N(C)C)N(C)C)C2C=CC=CC=2N=N1.C(N(C(C)C)CC)(C)C. The catalyst is CN(C)C=O. The product is [Cl:1][C:2]1[CH:3]=[C:4]([NH:9][C:10]2[C:19]3[C:14](=[CH:15][CH:16]=[C:17]([NH:20][CH2:21][C:22]([NH2:36])=[O:23])[CH:18]=3)[N:13]=[CH:12][C:11]=2[C:25]#[N:26])[CH:5]=[CH:6][C:7]=1[F:8]. The yield is 0.430.